The task is: Predict hERG channel inhibition at various concentrations.. This data is from hERG Central: cardiac toxicity at 1µM, 10µM, and general inhibition. (1) The compound is COCc1ccc(C(=O)N(C)CC2CCCN(CCc3ccc(OC)cc3)C2)o1. Results: hERG_inhib (hERG inhibition (general)): blocker. (2) The molecule is Nc1c(C(=O)NCCN2CCOCC2)c2nc3ccccc3nc2n1Cc1ccco1. Results: hERG_inhib (hERG inhibition (general)): blocker. (3) The drug is O=C(OCC(=O)N1CCN(C(=O)c2ccco2)CC1)c1cc(-c2ccco2)nc2ccccc12. Results: hERG_inhib (hERG inhibition (general)): blocker. (4) The molecule is CN(C)C(=S)NC(=NCc1ccc([N+](=O)[O-])cc1)c1ccccc1. Results: hERG_inhib (hERG inhibition (general)): blocker. (5) The molecule is CCOC(=O)N1CCN(Cc2nc(N)nc(Nc3ccc(Oc4ccccc4)cc3)n2)CC1. Results: hERG_inhib (hERG inhibition (general)): blocker. (6) The drug is O=C(CCN1CCN(c2ccc(F)cc2)CC1)Nc1ccc(F)cc1. Results: hERG_inhib (hERG inhibition (general)): blocker.